Dataset: Catalyst prediction with 721,799 reactions and 888 catalyst types from USPTO. Task: Predict which catalyst facilitates the given reaction. Reactant: [NH2:1][C@@H:2]([C:7]([O-:9])=[O:8])[CH2:3][C:4]([O-:6])=[O:5].C1(N2C3C(=CC(F)=C(N4CC(=NOC)C5(CNC5)C4)N=3)C(=O)C(C(O)=O)=C2)CC1. Product: [NH2:1][C@@H:2]([C:7]([OH:9])=[O:8])[CH2:3][C:4]([OH:6])=[O:5]. The catalyst class is: 6.